This data is from Full USPTO retrosynthesis dataset with 1.9M reactions from patents (1976-2016). The task is: Predict the reactants needed to synthesize the given product. (1) Given the product [Cl:1][C:2]1[CH:29]=[CH:28][C:5]([CH2:6][N:7]2[C:15]3[C:10](=[CH:11][C:12]([CH:16]=[C:17]4[S:21][C:20]([N:38]5[CH2:39][CH2:40][N:35]([CH3:34])[CH2:36][CH2:37]5)=[N:19][C:18]4=[O:25])=[CH:13][CH:14]=3)[C:9]([C:26]#[N:27])=[N:8]2)=[C:4]([C:30]([F:32])([F:33])[F:31])[CH:3]=1, predict the reactants needed to synthesize it. The reactants are: [Cl:1][C:2]1[CH:29]=[CH:28][C:5]([CH2:6][N:7]2[C:15]3[C:10](=[CH:11][C:12]([CH:16]=[C:17]4[S:21][C:20](SCC)=[N:19][C:18]4=[O:25])=[CH:13][CH:14]=3)[C:9]([C:26]#[N:27])=[N:8]2)=[C:4]([C:30]([F:33])([F:32])[F:31])[CH:3]=1.[CH3:34][N:35]1[CH2:40][CH2:39][NH:38][CH2:37][CH2:36]1. (2) Given the product [Cl:1][C:2]1[CH:3]=[C:4]2[C:8](=[CH:9][CH:10]=1)[NH:7][CH:6]=[C:5]2[CH2:11][CH2:12][NH:13][C:14](=[O:23])[C:15]1[CH:20]=[CH:19][C:18]([CH2:21][C:29]2[CH:30]=[CH:31][C:26]([C:24]#[N:25])=[CH:27][CH:28]=2)=[CH:17][CH:16]=1, predict the reactants needed to synthesize it. The reactants are: [Cl:1][C:2]1[CH:3]=[C:4]2[C:8](=[CH:9][CH:10]=1)[NH:7][CH:6]=[C:5]2[CH2:11][CH2:12][NH:13][C:14](=[O:23])[C:15]1[CH:20]=[CH:19][C:18]([CH2:21]Cl)=[CH:17][CH:16]=1.[C:24]([C:26]1[CH:31]=[CH:30][C:29](B(O)O)=[CH:28][CH:27]=1)#[N:25].C(=O)([O-])[O-].[Na+].[Na+].[I-].[Na+]. (3) Given the product [N:72]([CH2:75][CH2:76][O:77][CH2:78][CH2:79][O:80][CH2:81][CH2:82][O:83][CH2:84][CH2:85][O:86][CH2:87][CH2:88][O:89][CH2:90][CH2:91][O:92][CH2:93][CH2:94][O:95][CH2:96][CH2:97][O:98][CH2:99][CH2:100][O:101][CH2:102][CH2:103][O:104][CH2:105][CH2:106][O:107][CH2:108][CH2:109][NH:110][C:9](=[O:11])[CH2:8][C@@H:7]([C:6]([O:5][C:1]([CH3:2])([CH3:3])[CH3:4])=[O:38])[NH:12][C:13](=[O:37])[CH2:14][CH2:15][CH2:16][CH2:17][CH2:18][CH2:19][CH2:20][CH2:21][CH2:22][CH2:23][CH2:24][CH2:25][CH2:26][CH2:27][CH2:28][CH2:29][C:30]([O:32][C:33]([CH3:36])([CH3:35])[CH3:34])=[O:31])=[N+:73]=[N-:74], predict the reactants needed to synthesize it. The reactants are: [C:1]([O:5][C:6](=[O:38])[C@@H:7]([NH:12][C:13](=[O:37])[CH2:14][CH2:15][CH2:16][CH2:17][CH2:18][CH2:19][CH2:20][CH2:21][CH2:22][CH2:23][CH2:24][CH2:25][CH2:26][CH2:27][CH2:28][CH2:29][C:30]([O:32][C:33]([CH3:36])([CH3:35])[CH3:34])=[O:31])[CH2:8][C:9]([OH:11])=O)([CH3:4])([CH3:3])[CH3:2].CCN(C(C)C)C(C)C.CN(C(ON1N=NC2C=CC=NC1=2)=[N+](C)C)C.F[P-](F)(F)(F)(F)F.[N:72]([CH2:75][CH2:76][O:77][CH2:78][CH2:79][O:80][CH2:81][CH2:82][O:83][CH2:84][CH2:85][O:86][CH2:87][CH2:88][O:89][CH2:90][CH2:91][O:92][CH2:93][CH2:94][O:95][CH2:96][CH2:97][O:98][CH2:99][CH2:100][O:101][CH2:102][CH2:103][O:104][CH2:105][CH2:106][O:107][CH2:108][CH2:109][NH2:110])=[N+:73]=[N-:74]. (4) Given the product [F:1][C:2]1[CH:10]=[CH:9][C:5]([C:6]2[O:7][CH:12]=[C:13]([C:14]([O:16][CH2:17][CH3:18])=[O:15])[N:8]=2)=[CH:4][CH:3]=1, predict the reactants needed to synthesize it. The reactants are: [F:1][C:2]1[CH:10]=[CH:9][C:5]([C:6]([NH2:8])=[O:7])=[CH:4][CH:3]=1.Br[CH2:12][C:13](=O)[C:14]([O:16][CH2:17][CH3:18])=[O:15].C(=O)([O-])O.[Na+]. (5) Given the product [CH3:12][C@H:13]([C@H:16]([CH3:20])[CH2:17][CH2:18][CH3:19])[CH:14]=[O:15], predict the reactants needed to synthesize it. The reactants are: [Cr](Cl)([O-])(=O)=O.[NH+]1C=CC=CC=1.[CH3:12][C@H:13]([C@H:16]([CH3:20])[CH2:17][CH2:18][CH3:19])[CH2:14][OH:15]. (6) Given the product [N:5]1[C:4]2[NH:8][CH2:9][CH2:10][C:3]=2[C:2]([N:31]2[CH2:30][CH2:29][CH:28]([C:20]3[N:21]([CH2:23][CH2:24][N:25]([CH3:26])[CH3:27])[CH:22]=[C:18]([C:15]4[CH:16]=[CH:17][C:12]([F:11])=[C:13]([CH3:34])[CH:14]=4)[N:19]=3)[CH2:33][CH2:32]2)=[N:7][CH:6]=1, predict the reactants needed to synthesize it. The reactants are: Cl[C:2]1[C:3]2[CH2:10][CH2:9][NH:8][C:4]=2[N:5]=[CH:6][N:7]=1.[F:11][C:12]1[CH:17]=[CH:16][C:15]([C:18]2[N:19]=[C:20]([CH:28]3[CH2:33][CH2:32][NH:31][CH2:30][CH2:29]3)[N:21]([CH2:23][CH2:24][N:25]([CH3:27])[CH3:26])[CH:22]=2)=[CH:14][C:13]=1[CH3:34]. (7) Given the product [OH:20][CH2:21][CH2:22][O:23][C:24]1[CH:25]=[CH:26][C:27]([C:44]2[NH:6][C:4](=[O:5])[C:3]3[C:2](=[CH:10][C:9]([O:11][CH3:12])=[CH:8][C:7]=3[O:13][CH3:14])[N:1]=2)=[N:28][C:29]=1[C:30]1[CH:35]=[CH:34][C:33]([S:36]([CH3:39])(=[O:38])=[O:37])=[CH:32][C:31]=1[C:40]([F:42])([F:43])[F:41], predict the reactants needed to synthesize it. The reactants are: [NH2:1][C:2]1[CH:10]=[C:9]([O:11][CH3:12])[CH:8]=[C:7]([O:13][CH3:14])[C:3]=1[C:4]([NH2:6])=[O:5].C([Si](C)(C)[O:20][CH2:21][CH2:22][O:23][C:24]1[CH:25]=[CH:26][C:27]([CH:44]=O)=[N:28][C:29]=1[C:30]1[CH:35]=[CH:34][C:33]([S:36]([CH3:39])(=[O:38])=[O:37])=[CH:32][C:31]=1[C:40]([F:43])([F:42])[F:41])(C)(C)C.OS([O-])=O.[Na+].O.C1(C)C=CC(S(O)(=O)=O)=CC=1. (8) Given the product [CH2:30]([NH:32][S:15]([C:11]1[CH:12]=[CH:13][CH:14]=[C:9]([C:7]2[CH:6]=[C:5]([NH:19][CH2:20][CH2:21][C:22]3[CH:27]=[CH:26][C:25]([O:28][CH3:29])=[CH:24][CH:23]=3)[N:4]=[C:3]([O:2][CH3:1])[N:8]=2)[CH:10]=1)(=[O:17])=[O:16])[CH3:31], predict the reactants needed to synthesize it. The reactants are: [CH3:1][O:2][C:3]1[N:8]=[C:7]([C:9]2[CH:10]=[C:11]([S:15](Cl)(=[O:17])=[O:16])[CH:12]=[CH:13][CH:14]=2)[CH:6]=[C:5]([NH:19][CH2:20][CH2:21][C:22]2[CH:27]=[CH:26][C:25]([O:28][CH3:29])=[CH:24][CH:23]=2)[N:4]=1.[CH2:30]([N:32](CC)CC)[CH3:31].C(N)C.O. (9) Given the product [NH2:53][C:18]1[CH:17]=[C:16]([O:15][C:14]2[CH:25]=[CH:26][C:11]([NH:10][C:8]([C:5]3[C:4](=[O:29])[N:3]([C:30]4[CH:31]=[CH:32][CH:33]=[CH:34][CH:35]=4)[N:2]([CH3:1])[C:6]=3[CH3:7])=[O:9])=[C:12]([F:28])[C:13]=2[F:27])[CH:21]=[CH:20][N:19]=1, predict the reactants needed to synthesize it. The reactants are: [CH3:1][N:2]1[C:6]([CH3:7])=[C:5]([C:8]([NH:10][C:11]2[CH:26]=[CH:25][C:14]([O:15][C:16]3[CH:21]=[CH:20][N:19]=[C:18](C(N)=O)[CH:17]=3)=[C:13]([F:27])[C:12]=2[F:28])=[O:9])[C:4](=[O:29])[N:3]1[C:30]1[CH:35]=[CH:34][CH:33]=[CH:32][CH:31]=1.C(O)(=O)C.C(O)(=O)C.IC1C=CC=CC=1.CC#[N:53].